This data is from Full USPTO retrosynthesis dataset with 1.9M reactions from patents (1976-2016). The task is: Predict the reactants needed to synthesize the given product. (1) Given the product [ClH:10].[Br:1][C:2]1[CH:9]=[CH:8][C:5]([C:6](=[NH:7])[O:13][CH2:11][CH3:12])=[CH:4][CH:3]=1, predict the reactants needed to synthesize it. The reactants are: [Br:1][C:2]1[CH:9]=[CH:8][C:5]([C:6]#[N:7])=[CH:4][CH:3]=1.[ClH:10].[CH2:11]([OH:13])[CH3:12]. (2) Given the product [Br:1][C:2]1[C:10]2[N:9]=[C:8]([C:11]([F:14])([F:13])[F:12])[N:7]([CH2:15][C:16]3[CH:21]=[CH:20][CH:19]=[C:18]([Cl:22])[C:17]=3[CH3:23])[C:6]=2[CH:5]=[C:4]([N:24]2[CH2:32][CH2:31][O:30][CH2:29][CH2:28]2)[CH:3]=1, predict the reactants needed to synthesize it. The reactants are: [Br:1][C:2]1[C:10]2[N:9]=[C:8]([C:11]([F:14])([F:13])[F:12])[N:7]([CH2:15][C:16]3[CH:21]=[CH:20][CH:19]=[C:18]([Cl:22])[C:17]=3[CH3:23])[C:6]=2[CH:5]=[C:4]([NH2:24])[CH:3]=1.[OH-].[Na+].Br[CH2:28][CH2:29][O:30][CH2:31][CH2:32]Br. (3) Given the product [C:26]([O:25][C:23]([CH:22]([C:30]1[CH:31]=[CH:32][CH:33]=[CH:34][CH:35]=1)[N:8]1[C:4]2[CH:3]=[C:2]([Cl:1])[CH:18]=[CH:17][C:5]=2[N:6]([C:10]([O:12][C:13]([CH3:14])([CH3:15])[CH3:16])=[O:11])[C:7]1=[O:9])=[O:24])([CH3:29])([CH3:27])[CH3:28], predict the reactants needed to synthesize it. The reactants are: [Cl:1][C:2]1[CH:18]=[CH:17][C:5]2[N:6]([C:10]([O:12][C:13]([CH3:16])([CH3:15])[CH3:14])=[O:11])[C:7](=[O:9])[NH:8][C:4]=2[CH:3]=1.[H-].[Na+].Br[CH:22]([C:30]1[CH:35]=[CH:34][CH:33]=[CH:32][CH:31]=1)[C:23]([O:25][C:26]([CH3:29])([CH3:28])[CH3:27])=[O:24].[Cl-].[NH4+]. (4) The reactants are: [Br:1][C:2]1[CH:3]=[C:4]([NH2:18])[C:5]([NH:9][CH2:10][C@H:11]2[CH2:15][O:14][C:13]([CH3:17])([CH3:16])[O:12]2)=[N:6][C:7]=1[CH3:8].N1([C:24](N2C=CN=C2)=[O:25])C=CN=C1.C1COCC1. Given the product [Br:1][C:2]1[CH:3]=[C:4]2[NH:18][C:24](=[O:25])[N:9]([CH2:10][C@H:11]3[CH2:15][O:14][C:13]([CH3:16])([CH3:17])[O:12]3)[C:5]2=[N:6][C:7]=1[CH3:8], predict the reactants needed to synthesize it. (5) Given the product [N:1]1[C:9]2[C:4](=[N:5][CH:6]=[CH:7][CH:8]=2)[NH:3][C:2]=1[CH2:10][C:11]([O:20][CH2:19][CH3:18])=[O:14], predict the reactants needed to synthesize it. The reactants are: [N:1]1[C:9]2[C:4](=[N:5][CH:6]=[CH:7][CH:8]=2)[NH:3][C:2]=1[CH2:10][C:11]#N.C([O-])(O)=[O:14].[Na+].[CH3:18][CH2:19][OH:20]. (6) Given the product [CH2:1]([O:8][C:9]([NH:11][C@@H:12]1[CH2:18][C@H:17]([OH:16])[CH2:15][CH2:14][C@@H:13]1[C:19]([O:21][CH3:22])=[O:20])=[O:10])[C:2]1[CH:7]=[CH:6][CH:5]=[CH:4][CH:3]=1, predict the reactants needed to synthesize it. The reactants are: [CH2:1]([O:8][C:9]([NH:11][C@@H:12]1[CH2:18][C@H:17]2[C@H:15]([O:16]2)[CH2:14][C@@H:13]1[C:19]([O:21][CH3:22])=[O:20])=[O:10])[C:2]1[CH:7]=[CH:6][CH:5]=[CH:4][CH:3]=1.[BH4-].[Na+].